From a dataset of Catalyst prediction with 721,799 reactions and 888 catalyst types from USPTO. Predict which catalyst facilitates the given reaction. (1) Reactant: Cl[C:2]1[N:7]=[C:6]([C:8]2[S:9][CH:10]=[CH:11][CH:12]=2)[CH:5]=[CH:4][N:3]=1.Cl.[NH2:14][C@H:15]([CH2:26][OH:27])[CH2:16][C:17]1[C:25]2[C:20](=[CH:21][CH:22]=[CH:23][CH:24]=2)[NH:19][CH:18]=1.CCN(C(C)C)C(C)C. Product: [NH:19]1[C:20]2[C:25](=[CH:24][CH:23]=[CH:22][CH:21]=2)[C:17]([CH2:16][C@H:15]([NH:14][C:2]2[N:7]=[C:6]([C:8]3[S:9][CH:10]=[CH:11][CH:12]=3)[CH:5]=[CH:4][N:3]=2)[CH2:26][OH:27])=[CH:18]1. The catalyst class is: 16. (2) Reactant: [Si]([O:8][CH2:9][CH:10]([C:33]1[CH:34]=[C:35]([CH:38]=[CH:39][CH:40]=1)[C:36]#[N:37])[O:11][N:12]=[C:13]1[CH2:18][CH2:17][N:16]([S:19]([C:22]2[CH:27]=[CH:26][C:25]([O:28][C:29]([F:32])([F:31])[F:30])=[CH:24][CH:23]=2)(=[O:21])=[O:20])[CH2:15][CH2:14]1)(C(C)(C)C)(C)C.O.[F-].C([N+](CCCC)(CCCC)CCCC)CCC. Product: [OH:8][CH2:9][CH:10]([C:33]1[CH:34]=[C:35]([CH:38]=[CH:39][CH:40]=1)[C:36]#[N:37])[O:11][N:12]=[C:13]1[CH2:18][CH2:17][N:16]([S:19]([C:22]2[CH:23]=[CH:24][C:25]([O:28][C:29]([F:31])([F:30])[F:32])=[CH:26][CH:27]=2)(=[O:21])=[O:20])[CH2:15][CH2:14]1. The catalyst class is: 7. (3) Reactant: [OH-].[Na+].[CH3:3][N:4]([CH2:14][C:15]1[CH:16]=[C:17]([C:21]2[O:25][C:24]([CH:26]=[CH:27][C:28]([O-:30])=[O:29])=[CH:23][CH:22]=2)[CH:18]=[CH:19][CH:20]=1)[C:5](=[O:13])[CH2:6][CH2:7][CH2:8][CH2:9][CH2:10][CH2:11][CH3:12].O1CCCC1.CO.O. Product: [CH3:3][N:4]([CH2:14][C:15]1[CH:16]=[C:17]([C:21]2[O:25][C:24]([CH:26]=[CH:27][C:28]([OH:30])=[O:29])=[CH:23][CH:22]=2)[CH:18]=[CH:19][CH:20]=1)[C:5](=[O:13])[CH2:6][CH2:7][CH2:8][CH2:9][CH2:10][CH2:11][CH3:12]. The catalyst class is: 15. (4) Reactant: [N:1]1[CH:6]=[CH:5][CH:4]=[CH:3][C:2]=1[O:7][CH2:8][C:9]1[CH:27]=[CH:26][C:12]([CH2:13][C:14]2[CH:18]=[C:17]([C:19]3[C:20]([NH2:25])=[N:21][CH:22]=[CH:23][CH:24]=3)[O:16][N:15]=2)=[CH:11][CH:10]=1.[S:28](=[O:32])(=[O:31])([OH:30])[OH:29]. Product: [S:28]([OH:32])([OH:31])(=[O:30])=[O:29].[N:1]1[CH:6]=[CH:5][CH:4]=[CH:3][C:2]=1[O:7][CH2:8][C:9]1[CH:27]=[CH:26][C:12]([CH2:13][C:14]2[CH:18]=[C:17]([C:19]3[C:20]([NH2:25])=[N:21][CH:22]=[CH:23][CH:24]=3)[O:16][N:15]=2)=[CH:11][CH:10]=1.[N:1]1[CH:6]=[CH:5][CH:4]=[CH:3][C:2]=1[O:7][CH2:8][C:9]1[CH:27]=[CH:26][C:12]([CH2:13][C:14]2[CH:18]=[C:17]([C:19]3[C:20]([NH2:25])=[N:21][CH:22]=[CH:23][CH:24]=3)[O:16][N:15]=2)=[CH:11][CH:10]=1. The catalyst class is: 5. (5) Reactant: CC1C=CC(S(N[C@H]([C@@H](N)C2C=CC=CC=2)C2C=CC=CC=2)(=O)=O)=CC=1.[CH2:27]([O:34][C:35]([N:37]1[C:46]2[C:41](=[CH:42][CH:43]=[CH:44][CH:45]=2)[C:40](=[O:47])[CH2:39][CH2:38]1)=[O:36])[C:28]1[CH:33]=[CH:32][CH:31]=[CH:30][CH:29]=1.[OH-].[K+].Cl. Product: [CH2:27]([O:34][C:35]([N:37]1[C:46]2[C:41](=[CH:42][CH:43]=[CH:44][CH:45]=2)[C@@H:40]([OH:47])[CH2:39][CH2:38]1)=[O:36])[C:28]1[CH:33]=[CH:32][CH:31]=[CH:30][CH:29]=1. The catalyst class is: 32. (6) Reactant: C([C@:8]1([OH:34])[C@H:14]([O:15][C:16](=[O:24])[CH:17]([CH2:21][CH2:22][CH3:23])[CH2:18][CH2:19][CH3:20])[C@@H:13]([CH:25](CC2C=CC=CC=2)[OH:26])[O:12][CH:10]([OH:11])[CH2:9]1)C1C=CC=CC=1.Br.C([O-])([O-])=O.[Na+].[Na+].[CH2:42]1[CH2:46]O[CH2:44][CH2:43]1. Product: [CH2:44]([O:34][C@H:8]1[C@H:14]([O:15][C:16](=[O:24])[CH:17]([CH2:18][CH2:19][CH3:20])[CH2:21][CH2:22][CH3:23])[C@@H:13]([CH2:25][O:26][CH2:46][C:42]2[CH:18]=[CH:17][CH:16]=[CH:44][CH:43]=2)[O:12][C@H:10]([OH:11])[CH2:9]1)[C:43]1[CH:14]=[CH:8][CH:9]=[CH:46][CH:42]=1. The catalyst class is: 6. (7) Reactant: [Cl:1][C:2]1[N:10]=[C:9]2[C:5]([N:6]=[CH:7][NH:8]2)=[C:4](Cl)[N:3]=1.CCN(CC)CC.Cl.[F:20][C:21]1([F:26])[CH2:25][CH2:24][NH:23][CH2:22]1. Product: [Cl:1][C:2]1[N:10]=[C:9]2[C:5]([N:6]=[CH:7][NH:8]2)=[C:4]([N:23]2[CH2:24][CH2:25][C:21]([F:26])([F:20])[CH2:22]2)[N:3]=1. The catalyst class is: 3. (8) Reactant: C([Li])CCC.Br[C:7]1[C:16]2[C:11](=[CH:12][CH:13]=[CH:14][CH:15]=2)[CH:10]=[CH:9][C:8]=1[O:17][Si:18]([CH:25]([CH3:27])[CH3:26])([CH:22]([CH3:24])[CH3:23])[CH:19]([CH3:21])[CH3:20].[CH2:28]1[O:30][CH2:29]1.B(F)(F)F.CCOCC. Product: [CH:19]([Si:18]([CH:25]([CH3:27])[CH3:26])([CH:22]([CH3:24])[CH3:23])[O:17][C:8]1[CH:9]=[CH:10][C:11]2[C:16](=[CH:15][CH:14]=[CH:13][CH:12]=2)[C:7]=1[CH2:28][CH2:29][OH:30])([CH3:21])[CH3:20]. The catalyst class is: 28. (9) Reactant: [Br-:1].[Br:2][CH2:3][CH2:4][CH2:5][CH2:6][N+:7]([CH3:17])([CH3:16])[CH2:8][CH2:9][CH2:10][C:11]([O:13][CH2:14][CH3:15])=[O:12].[Cl:18][C:19]1[CH:28]=[CH:27][CH:26]=[C:25]2[C:20]=1[C:21]([CH3:29])=[CH:22][CH:23]=[N:24]2. Product: [Br-:2].[Br-:1].[CH3:16][N+:7]([CH3:17])([CH2:8][CH2:9][CH2:10][C:11]([O:13][CH2:14][CH3:15])=[O:12])[CH2:6][CH2:5][CH2:4][CH2:3][N+:24]1[C:25]2[C:20](=[C:19]([Cl:18])[CH:28]=[CH:27][CH:26]=2)[C:21]([CH3:29])=[CH:22][CH:23]=1. The catalyst class is: 13. (10) Reactant: F[C:2]1[CH:9]=[CH:8][C:5]([C:6]#[N:7])=[CH:4][CH:3]=1.C(=O)([O-])[O-].[K+].[K+].[NH:16]1[CH2:21][CH2:20][CH:19](C(OCC)=O)[CH2:18][CH2:17]1.[C:27]([O:30][CH2:31][CH3:32])(=[O:29])C. Product: [C:6]([C:5]1[CH:8]=[CH:9][C:2]([CH:19]2[CH2:18][CH2:17][N:16]([C:27]([O:30][CH2:31][CH3:32])=[O:29])[CH2:21][CH2:20]2)=[CH:3][CH:4]=1)#[N:7]. The catalyst class is: 16.